Task: Predict the product of the given reaction.. Dataset: Forward reaction prediction with 1.9M reactions from USPTO patents (1976-2016) (1) Given the reactants [CH3:1][O:2][C:3]1[C:23]2[C:22](=[O:24])[N:10]3[CH2:11][CH2:12][C:13]4[C:18]([C:9]3=[C:8]([C:25]([NH2:27])=[O:26])[C:7]=2[CH:6]=[CH:5][C:4]=1[O:28][CH3:29])=[CH:17][C:16]1[O:19][CH2:20][O:21][C:15]=1[CH:14]=4.[F:30][C:31]1[CH:37]=[CH:36][CH:35]=[CH:34][C:32]=1N.ON1C2C=CC=CC=2N=N1.C(N(C(C)C)CC)(C)C.C(Cl)CCl, predict the reaction product. The product is: [F:30][C:31]1[CH:37]=[CH:36][CH:35]=[CH:34][C:32]=1[NH:27][C:25]([C:8]1[C:7]2[CH:6]=[CH:5][C:4]([O:28][CH3:29])=[C:3]([O:2][CH3:1])[C:23]=2[C:22](=[O:24])[N:10]2[CH2:11][CH2:12][C:13]3[C:18](=[CH:17][C:16]4[O:19][CH2:20][O:21][C:15]=4[CH:14]=3)[C:9]=12)=[O:26]. (2) Given the reactants Br[CH2:2]/[CH:3]=[CH:4]/[C:5]([NH:7][C:8]1[CH:9]=[C:10]2[C:15](=[CH:16][C:17]=1[O:18][CH3:19])[N:14]=[CH:13][N:12]=[C:11]2[NH:20][C:21]1[CH:26]=[CH:25][C:24]([Cl:27])=[C:23]([Cl:28])[C:22]=1[F:29])=[O:6].Cl.[O:31]1[C@H:36]2[CH2:37][NH:38][CH2:39][C@H:35]2[O:34][CH2:33][CH2:32]1.CCN(C(C)C)C(C)C, predict the reaction product. The product is: [Cl:28][C:23]1[C:22]([F:29])=[C:21]([NH:20][C:11]2[C:10]3[C:15](=[CH:16][C:17]([O:18][CH3:19])=[C:8]([NH:7][C:5](=[O:6])/[CH:4]=[CH:3]/[CH2:2][N:38]4[CH2:37][C@H:36]5[O:31][CH2:32][CH2:33][O:34][C@H:35]5[CH2:39]4)[CH:9]=3)[N:14]=[CH:13][N:12]=2)[CH:26]=[CH:25][C:24]=1[Cl:27]. (3) Given the reactants C1COCC1.[B:15]1([B:15]2[O:19][C:18]([CH3:21])([CH3:20])[C:17]([CH3:23])([CH3:22])[O:16]2)[O:19][C:18]([CH3:21])([CH3:20])[C:17]([CH3:23])([CH3:22])[O:16]1.C([O-])(=O)C.[K+].Br[C:30]1[C:31]2[CH:38]=[CH:37][CH:36]=[CH:35][C:32]=2[S:33][CH:34]=1, predict the reaction product. The product is: [S:33]1[CH:34]=[C:30]([B:15]2[O:16][C:17]([CH3:22])([CH3:23])[C:18]([CH3:20])([CH3:21])[O:19]2)[C:31]2[CH:38]=[CH:37][CH:36]=[CH:35][C:32]1=2. (4) Given the reactants CC[N:3](C1C=CC=CC=1)CC.[NH:12]1[C:20]2[C:15](=[CH:16][CH:17]=[CH:18][CH:19]=2)[CH:14]=[C:13]1[C:21]([OH:23])=O.Cl.CN(C)CCCN=C=NCC.OS1C2C=CC=CC=2N=C1, predict the reaction product. The product is: [NH:12]1[C:20]2[C:15](=[CH:16][CH:17]=[CH:18][CH:19]=2)[CH:14]=[C:13]1[C:21]([NH2:3])=[O:23].